Dataset: Merck oncology drug combination screen with 23,052 pairs across 39 cell lines. Task: Regression. Given two drug SMILES strings and cell line genomic features, predict the synergy score measuring deviation from expected non-interaction effect. (1) Drug 1: CN(C)C(=N)N=C(N)N. Drug 2: CC(C)CC(NC(=O)C(Cc1ccccc1)NC(=O)c1cnccn1)B(O)O. Cell line: LNCAP. Synergy scores: synergy=-8.49. (2) Drug 1: CCC1(O)CC2CN(CCc3c([nH]c4ccccc34)C(C(=O)OC)(c3cc4c(cc3OC)N(C)C3C(O)(C(=O)OC)C(OC(C)=O)C5(CC)C=CCN6CCC43C65)C2)C1. Drug 2: Cn1c(=O)n(-c2ccc(C(C)(C)C#N)cc2)c2c3cc(-c4cnc5ccccc5c4)ccc3ncc21. Cell line: NCIH460. Synergy scores: synergy=22.5. (3) Drug 1: COC12C(COC(N)=O)C3=C(C(=O)C(C)=C(N)C3=O)N1CC1NC12. Drug 2: CC(C)CC(NC(=O)C(Cc1ccccc1)NC(=O)c1cnccn1)B(O)O. Cell line: UWB1289BRCA1. Synergy scores: synergy=-4.45.